Dataset: Catalyst prediction with 721,799 reactions and 888 catalyst types from USPTO. Task: Predict which catalyst facilitates the given reaction. Reactant: CCN=C=NCCCN(C)C.[CH3:12][N:13]([CH3:18])[CH2:14][C:15](O)=[O:16].[Cl:19][C:20]1[CH:25]=[CH:24][C:23]([CH:26]([C:48]2[CH:53]=[CH:52][C:51]([Cl:54])=[CH:50][CH:49]=2)[N:27]2[CH2:30][C:29](=[CH:31][S:32]([CH2:35][C:36]3[CH:37]=[C:38]([N:42]4[CH2:47][CH2:46][NH:45][CH2:44][CH2:43]4)[CH:39]=[CH:40][CH:41]=3)(=[O:34])=[O:33])[CH2:28]2)=[CH:22][CH:21]=1. Product: [Cl:19][C:20]1[CH:21]=[CH:22][C:23]([CH:26]([C:48]2[CH:49]=[CH:50][C:51]([Cl:54])=[CH:52][CH:53]=2)[N:27]2[CH2:28][C:29](=[CH:31][S:32]([CH2:35][C:36]3[CH:37]=[C:38]([N:42]4[CH2:47][CH2:46][N:45]([C:15](=[O:16])[CH2:14][N:13]([CH3:18])[CH3:12])[CH2:44][CH2:43]4)[CH:39]=[CH:40][CH:41]=3)(=[O:33])=[O:34])[CH2:30]2)=[CH:24][CH:25]=1. The catalyst class is: 4.